This data is from Forward reaction prediction with 1.9M reactions from USPTO patents (1976-2016). The task is: Predict the product of the given reaction. Given the reactants [CH3:1][N:2]([C@@H:16]([C:19]1[CH:24]=[CH:23][CH:22]=[CH:21][CH:20]=1)[CH2:17][CH3:18])[C:3]([C:5]1[N:6]=[C:7]([CH:10]2[CH2:15][CH2:14][NH:13][CH2:12][CH2:11]2)[S:8][CH:9]=1)=[O:4].C(N(CC)CC)C.[Cl:32][C:33]1[CH:38]=[CH:37][C:36]([Cl:39])=[CH:35][C:34]=1[CH2:40][C:41](O)=[O:42].Cl.CN(C)CCCN=C=NCC, predict the reaction product. The product is: [Cl:32][C:33]1[CH:38]=[CH:37][C:36]([Cl:39])=[CH:35][C:34]=1[CH2:40][C:41]([N:13]1[CH2:14][CH2:15][CH:10]([C:7]2[S:8][CH:9]=[C:5]([C:3]([N:2]([CH3:1])[C@@H:16]([C:19]3[CH:20]=[CH:21][CH:22]=[CH:23][CH:24]=3)[CH2:17][CH3:18])=[O:4])[N:6]=2)[CH2:11][CH2:12]1)=[O:42].